Dataset: HIV replication inhibition screening data with 41,000+ compounds from the AIDS Antiviral Screen. Task: Binary Classification. Given a drug SMILES string, predict its activity (active/inactive) in a high-throughput screening assay against a specified biological target. (1) The compound is CC(C=CC=C(C)C=CC1=C(C)CC(O)CC1(C)C)=CC=CC=C(C)C=CC=C(C)C=CC1C(C)=CC(O)CC1(C)C. The result is 0 (inactive). (2) The compound is Brc1ccc2c(c1)C1=C(CO2)Cc2ccccc2O1. The result is 0 (inactive). (3) The drug is OCC[PH](c1ccccc1)(c1ccccc1)c1ccccc1. The result is 0 (inactive). (4) The compound is CS(=O)(=O)OCCN(CCOS(C)(=O)=O)c1ccc(C=O)cc1. The result is 0 (inactive). (5) The molecule is Cc1nc(OCc2ccccc2)c2ncn(CCO)c2n1. The result is 0 (inactive). (6) The result is 0 (inactive). The drug is N#CC(NC12CC3CC(CC(C3)C1)C2)c1ccccc1C(F)(F)F. (7) The compound is CC(=O)OCC12C(OC(=O)c3ccccc3)C(O)C3OC(=O)C(C)CCc4ncccc4C(=O)OCC4(C)OC1(C(OC(C)=O)C4C(OC(C)=O)C2OC(C)=O)C3(C)O. The result is 0 (inactive). (8) The molecule is Cc1ccc(S(=O)(=O)n2c(-c3ccccc3)c(-c3ccccc3)c3ccccc32)cc1. The result is 0 (inactive). (9) The drug is O=C(O)c1ccccc1CC1Cc2ccccc2C1. The result is 0 (inactive). (10) The compound is Cc1cc(C)n2c(nc3ccccc32)c1C#N. The result is 0 (inactive).